This data is from Full USPTO retrosynthesis dataset with 1.9M reactions from patents (1976-2016). The task is: Predict the reactants needed to synthesize the given product. (1) Given the product [CH2:1]([O:3][C:4](=[O:17])[CH2:5][C:6]1[CH:11]=[CH:10][CH:9]=[C:8]([S:12][C:13]2[C:23]3[C:22](=[C:21]([F:28])[C:20]([Cl:19])=[CH:25][CH:24]=3)[NH:26][C:14]=2[CH3:15])[N:7]=1)[CH3:2], predict the reactants needed to synthesize it. The reactants are: [CH2:1]([O:3][C:4](=[O:17])[CH2:5][C:6]1[CH:11]=[CH:10][CH:9]=[C:8]([S:12][CH2:13][C:14](=O)[CH3:15])[N:7]=1)[CH3:2].Cl.[Cl:19][C:20]1[C:21]([F:28])=[C:22]([NH:26]N)[CH:23]=[CH:24][CH:25]=1. (2) The reactants are: I[C:2]1[CH:22]=[C:21]([CH3:23])[C:20]([CH3:24])=[CH:19][C:3]=1[O:4][C:5]1[C:14]2[C:9](=[CH:10][C:11]([O:17][CH3:18])=[C:12]([O:15][CH3:16])[CH:13]=2)[N:8]=[CH:7][CH:6]=1.C([Sn](CCCC)(CCCC)[C:30]1[CH:35]=[CH:34][CH:33]=[CH:32][N:31]=1)CCC.[Cl-].[Li+].O. Given the product [CH3:23][C:21]1[C:20]([CH3:24])=[CH:19][C:3]([O:4][C:5]2[C:14]3[C:9](=[CH:10][C:11]([O:17][CH3:18])=[C:12]([O:15][CH3:16])[CH:13]=3)[N:8]=[CH:7][CH:6]=2)=[C:2]([C:30]2[CH:35]=[CH:34][CH:33]=[CH:32][N:31]=2)[CH:22]=1, predict the reactants needed to synthesize it. (3) Given the product [C:47]([O:46][C:44]([NH:43][CH2:42][C:36]1[C:37]([Cl:41])=[CH:38][CH:39]=[C:40]2[N:20]([C:19]3[C:14]4[C@H:13]([CH3:51])[CH2:12][C@@H:11]([O:10][C:8](=[O:9])[C:7]5[CH:52]=[CH:53][C:4]([N+:1]([O-:3])=[O:2])=[CH:5][CH:6]=5)[C:15]=4[N:16]=[CH:17][N:18]=3)[CH2:21][C:22]3([CH2:27][CH2:26][N:25]([C:76]([O:78][C:79]([CH3:80])([CH3:81])[CH3:82])=[O:77])[CH2:24][CH2:23]3)[C:35]=12)=[O:45])([CH3:48])([CH3:49])[CH3:50], predict the reactants needed to synthesize it. The reactants are: [N+:1]([C:4]1[CH:53]=[CH:52][C:7]([C:8]([O:10][C@H:11]2[C:15]3[N:16]=[CH:17][N:18]=[C:19]([N:20]4[C:40]5[C:35](=[C:36]([CH2:42][NH:43][C:44]([O:46][C:47]([CH3:50])([CH3:49])[CH3:48])=[O:45])[C:37]([Cl:41])=[CH:38][CH:39]=5)[C:22]5([CH2:27][CH2:26][N:25](CC6C=CC=CC=6)[CH2:24][CH2:23]5)[CH2:21]4)[C:14]=3[C@H:13]([CH3:51])[CH2:12]2)=[O:9])=[CH:6][CH:5]=1)([O-:3])=[O:2].C(Cl)(=O)OC(Cl)C.CCN(CC)CC.[CH3:80][C:79]([O:78][C:76](O[C:76]([O:78][C:79]([CH3:82])([CH3:81])[CH3:80])=[O:77])=[O:77])([CH3:82])[CH3:81].